The task is: Predict the product of the given reaction.. This data is from Forward reaction prediction with 1.9M reactions from USPTO patents (1976-2016). (1) The product is: [C:1]([O:5][C:6](=[O:29])[NH:7][CH2:8][CH2:9][CH2:10][C:11]1([C:23]2[CH:24]=[CH:25][CH:26]=[CH:27][CH:28]=2)[N:15]([C:37](=[O:41])[CH:38]([CH3:40])[CH3:39])[N:14]=[C:13]([C:16]2[CH:21]=[CH:20][CH:19]=[C:18]([F:22])[CH:17]=2)[S:12]1)([CH3:4])([CH3:2])[CH3:3]. Given the reactants [C:1]([O:5][C:6](=[O:29])[NH:7][CH2:8][CH2:9][CH2:10][C:11]1([C:23]2[CH:28]=[CH:27][CH:26]=[CH:25][CH:24]=2)[NH:15][N:14]=[C:13]([C:16]2[CH:21]=[CH:20][CH:19]=[C:18]([F:22])[CH:17]=2)[S:12]1)([CH3:4])([CH3:3])[CH3:2].C(N(CC)CC)C.[C:37](Cl)(=[O:41])[CH:38]([CH3:40])[CH3:39], predict the reaction product. (2) Given the reactants [CH:1]1([C:4]2[N:5]=[C:6]3[C:12]([C:13](O)=[O:14])=[CH:11][N:10]([CH2:16][O:17][CH2:18][CH2:19][Si:20]([CH3:23])([CH3:22])[CH3:21])[C:7]3=[N:8][CH:9]=2)[CH2:3][CH2:2]1.Cl.[NH2:25][CH:26]([CH3:32])[C:27]([CH3:31])([CH3:30])[C:28]#[N:29].C(Cl)CCl.C1C=CC2N(O)N=NC=2C=1.CCN(C(C)C)C(C)C, predict the reaction product. The product is: [C:28]([C:27]([CH3:31])([CH3:30])[C@@H:26]([NH:25][C:13]([C:12]1[C:6]2[C:7](=[N:8][CH:9]=[C:4]([CH:1]3[CH2:3][CH2:2]3)[N:5]=2)[N:10]([CH2:16][O:17][CH2:18][CH2:19][Si:20]([CH3:21])([CH3:22])[CH3:23])[CH:11]=1)=[O:14])[CH3:32])#[N:29].[C:28]([C:27]([CH3:31])([CH3:30])[C@H:26]([NH:25][C:13]([C:12]1[C:6]2[C:7](=[N:8][CH:9]=[C:4]([CH:1]3[CH2:3][CH2:2]3)[N:5]=2)[N:10]([CH2:16][O:17][CH2:18][CH2:19][Si:20]([CH3:21])([CH3:22])[CH3:23])[CH:11]=1)=[O:14])[CH3:32])#[N:29]. (3) Given the reactants [Cl:1][C:2]1[CH:28]=[CH:27][C:5]([CH2:6][NH:7][C:8]([C:10]2[C:11]([OH:26])=[C:12]3[CH:18]=[C:17]([CH2:19][N:20]4[CH2:25][CH2:24][O:23][CH2:22][CH2:21]4)[S:16][C:13]3=[N:14][CH:15]=2)=[O:9])=[CH:4][CH:3]=1.C(=O)([O-])[O-].[K+].[K+].Br[CH:36]([CH3:38])[CH3:37].O, predict the reaction product. The product is: [Cl:1][C:2]1[CH:28]=[CH:27][C:5]([CH2:6][NH:7][C:8]([C:10]2[C:11](=[O:26])[C:12]3[CH:18]=[C:17]([CH2:19][N:20]4[CH2:21][CH2:22][O:23][CH2:24][CH2:25]4)[S:16][C:13]=3[N:14]([CH:36]([CH3:38])[CH3:37])[CH:15]=2)=[O:9])=[CH:4][CH:3]=1. (4) Given the reactants [C:1]([O:5][C:6]([N:8]1[CH2:14][CH2:13][CH2:12][NH:11][CH2:10][CH2:9]1)=[O:7])([CH3:4])([CH3:3])[CH3:2].[CH3:15][C:16]1[O:20][C:19](=O)[NH:18][N:17]=1.CCN(C(C)C)C(C)C.F[P-](F)(F)(F)(F)F.CN([PH+](N(C)C)N(C)C)C, predict the reaction product. The product is: [C:1]([O:5][C:6]([N:8]1[CH2:14][CH2:13][CH2:12][N:11]([C:19]2[O:20][C:16]([CH3:15])=[N:17][N:18]=2)[CH2:10][CH2:9]1)=[O:7])([CH3:4])([CH3:2])[CH3:3]. (5) Given the reactants Br[C:2]1[CH:7]=[CH:6][CH:5]=[C:4]([CH3:8])[N:3]=1.[C:9]([N:12]1[C:21]2[C:16](=[CH:17][C:18]([C:22]#[N:23])=[CH:19][CH:20]=2)[CH:15]([NH2:24])[CH:14]([CH3:25])[CH:13]1[CH:26]1[CH2:28][CH2:27]1)(=[O:11])[CH3:10].CN(C1C(C2C(P(C3CCCCC3)C3CCCCC3)=CC=CC=2)=CC=CC=1)C.CC(C)([O-])C.[Na+], predict the reaction product. The product is: [C:9]([N:12]1[C:21]2[C:16](=[CH:17][C:18]([C:22]#[N:23])=[CH:19][CH:20]=2)[CH:15]([NH:24][C:2]2[CH:7]=[CH:6][CH:5]=[C:4]([CH3:8])[N:3]=2)[CH:14]([CH3:25])[CH:13]1[CH:26]1[CH2:28][CH2:27]1)(=[O:11])[CH3:10]. (6) Given the reactants [O:1]=[C:2]1[NH:6][C:5]2[S:7][C:8]([C:10]([O:12][C:13]([CH3:16])([CH3:15])[CH3:14])=[O:11])=[CH:9][C:4]=2[CH2:3]1.[CH3:17][O:18][C:19]1[CH:23]=[CH:22][NH:21][C:20]=1[CH:24]=O, predict the reaction product. The product is: [CH3:17][O:18][C:19]1[CH:23]=[CH:22][NH:21][C:20]=1/[CH:24]=[C:3]1/[C:4]2[CH:9]=[C:8]([C:10]([O:12][C:13]([CH3:16])([CH3:15])[CH3:14])=[O:11])[S:7][C:5]=2[NH:6][C:2]/1=[O:1]. (7) Given the reactants [Cl:1][C:2]1[CH:3]=[C:4]([C:9]2[N:13]([C:14]3[CH:19]=[CH:18]C=CN=3)[N:12]=[C:11]([C:20]([OH:22])=[O:21])[CH:10]=2)[CH:5]=[C:6]([F:8])[CH:7]=1.Cl.[Cl:24][C:25]1[CH:30]=C(NN)C=C[N:26]=1, predict the reaction product. The product is: [Cl:1][C:2]1[CH:3]=[C:4]([C:9]2[N:13]([C:14]3[CH:19]=[CH:18][N:26]=[C:25]([Cl:24])[CH:30]=3)[N:12]=[C:11]([C:20]([OH:22])=[O:21])[CH:10]=2)[CH:5]=[C:6]([F:8])[CH:7]=1.